This data is from Peptide-MHC class I binding affinity with 185,985 pairs from IEDB/IMGT. The task is: Regression. Given a peptide amino acid sequence and an MHC pseudo amino acid sequence, predict their binding affinity value. This is MHC class I binding data. (1) The peptide sequence is DLMSMSDGEF. The MHC is HLA-A01:01 with pseudo-sequence HLA-A01:01. The binding affinity (normalized) is 0.0179. (2) The peptide sequence is EGAGIDDPV. The MHC is HLA-B53:01 with pseudo-sequence HLA-B53:01. The binding affinity (normalized) is 0.213. (3) The peptide sequence is VSPLAVTWW. The MHC is HLA-A02:16 with pseudo-sequence HLA-A02:16. The binding affinity (normalized) is 0.549. (4) The peptide sequence is LISSDGARV. The MHC is HLA-A02:01 with pseudo-sequence HLA-A02:01. The binding affinity (normalized) is 0.465. (5) The peptide sequence is PPPPPPPGLA. The MHC is Mamu-A01 with pseudo-sequence Mamu-A01. The binding affinity (normalized) is 0. (6) The peptide sequence is FTAVGKEF. The MHC is Mamu-A01 with pseudo-sequence Mamu-A01. The binding affinity (normalized) is 0.402. (7) The peptide sequence is KVRTNAAMG. The MHC is HLA-A30:01 with pseudo-sequence HLA-A30:01. The binding affinity (normalized) is 0.775. (8) The peptide sequence is HYVPESDAA. The MHC is Patr-A0901 with pseudo-sequence Patr-A0901. The binding affinity (normalized) is 0.467.